This data is from NCI-60 drug combinations with 297,098 pairs across 59 cell lines. The task is: Regression. Given two drug SMILES strings and cell line genomic features, predict the synergy score measuring deviation from expected non-interaction effect. (1) Drug 1: CC1=C(C=C(C=C1)NC(=O)C2=CC=C(C=C2)CN3CCN(CC3)C)NC4=NC=CC(=N4)C5=CN=CC=C5. Drug 2: CC1CCC2CC(C(=CC=CC=CC(CC(C(=O)C(C(C(=CC(C(=O)CC(OC(=O)C3CCCCN3C(=O)C(=O)C1(O2)O)C(C)CC4CCC(C(C4)OC)O)C)C)O)OC)C)C)C)OC. Cell line: HL-60(TB). Synergy scores: CSS=-8.02, Synergy_ZIP=8.05, Synergy_Bliss=-5.08, Synergy_Loewe=-17.0, Synergy_HSA=-20.3. (2) Drug 1: CN(C)N=NC1=C(NC=N1)C(=O)N. Drug 2: CC(C)(C#N)C1=CC(=CC(=C1)CN2C=NC=N2)C(C)(C)C#N. Cell line: SNB-19. Synergy scores: CSS=-5.87, Synergy_ZIP=-0.0454, Synergy_Bliss=-5.42, Synergy_Loewe=-6.05, Synergy_HSA=-7.11. (3) Drug 2: CCCCC(=O)OCC(=O)C1(CC(C2=C(C1)C(=C3C(=C2O)C(=O)C4=C(C3=O)C=CC=C4OC)O)OC5CC(C(C(O5)C)O)NC(=O)C(F)(F)F)O. Cell line: M14. Drug 1: CN1C(=O)N2C=NC(=C2N=N1)C(=O)N. Synergy scores: CSS=29.4, Synergy_ZIP=-3.76, Synergy_Bliss=-4.78, Synergy_Loewe=-21.1, Synergy_HSA=-7.57. (4) Drug 1: CC1=C(C(CCC1)(C)C)C=CC(=CC=CC(=CC(=O)O)C)C. Drug 2: CC1=C2C(C(=O)C3(C(CC4C(C3C(C(C2(C)C)(CC1OC(=O)C(C(C5=CC=CC=C5)NC(=O)C6=CC=CC=C6)O)O)OC(=O)C7=CC=CC=C7)(CO4)OC(=O)C)O)C)OC(=O)C. Cell line: MDA-MB-231. Synergy scores: CSS=38.1, Synergy_ZIP=10.1, Synergy_Bliss=12.5, Synergy_Loewe=-11.1, Synergy_HSA=14.8. (5) Drug 1: CC1C(C(=O)NC(C(=O)N2CCCC2C(=O)N(CC(=O)N(C(C(=O)O1)C(C)C)C)C)C(C)C)NC(=O)C3=C4C(=C(C=C3)C)OC5=C(C(=O)C(=C(C5=N4)C(=O)NC6C(OC(=O)C(N(C(=O)CN(C(=O)C7CCCN7C(=O)C(NC6=O)C(C)C)C)C)C(C)C)C)N)C. Drug 2: CCC1(CC2CC(C3=C(CCN(C2)C1)C4=CC=CC=C4N3)(C5=C(C=C6C(=C5)C78CCN9C7C(C=CC9)(C(C(C8N6C=O)(C(=O)OC)O)OC(=O)C)CC)OC)C(=O)OC)O.OS(=O)(=O)O. Cell line: HT29. Synergy scores: CSS=34.1, Synergy_ZIP=-8.82, Synergy_Bliss=-6.74, Synergy_Loewe=-16.5, Synergy_HSA=-11.1. (6) Drug 1: C1CCC(C1)C(CC#N)N2C=C(C=N2)C3=C4C=CNC4=NC=N3. Drug 2: C1=NC(=NC(=O)N1C2C(C(C(O2)CO)O)O)N. Cell line: A549. Synergy scores: CSS=8.46, Synergy_ZIP=-0.359, Synergy_Bliss=3.96, Synergy_Loewe=1.66, Synergy_HSA=1.79. (7) Drug 1: CC1C(C(=O)NC(C(=O)N2CCCC2C(=O)N(CC(=O)N(C(C(=O)O1)C(C)C)C)C)C(C)C)NC(=O)C3=C4C(=C(C=C3)C)OC5=C(C(=O)C(=C(C5=N4)C(=O)NC6C(OC(=O)C(N(C(=O)CN(C(=O)C7CCCN7C(=O)C(NC6=O)C(C)C)C)C)C(C)C)C)N)C. Drug 2: C1CN(P(=O)(OC1)NCCCl)CCCl. Cell line: LOX IMVI. Synergy scores: CSS=15.7, Synergy_ZIP=-3.69, Synergy_Bliss=-6.93, Synergy_Loewe=-27.7, Synergy_HSA=-4.48. (8) Drug 1: CCC1=C2CN3C(=CC4=C(C3=O)COC(=O)C4(CC)O)C2=NC5=C1C=C(C=C5)O. Drug 2: C1CCC(C(C1)N)N.C(=O)(C(=O)[O-])[O-].[Pt+4]. Cell line: HOP-62. Synergy scores: CSS=40.0, Synergy_ZIP=-6.54, Synergy_Bliss=-1.54, Synergy_Loewe=-14.1, Synergy_HSA=-0.695.